From a dataset of Forward reaction prediction with 1.9M reactions from USPTO patents (1976-2016). Predict the product of the given reaction. (1) Given the reactants [F:1][C:2]([F:37])([F:36])[CH:3]([C:30]1[CH:35]=[CH:34][N:33]=[CH:32][CH:31]=1)[O:4][C:5]1[C:6]([N:15](COCC[Si](C)(C)C)[S:16]([CH2:19][CH2:20][CH3:21])(=[O:18])=[O:17])=[N:7][C:8]2[C:13]([N:14]=1)=[CH:12][CH:11]=[CH:10][CH:9]=2, predict the reaction product. The product is: [F:37][C:2]([F:1])([F:36])[CH:3]([C:30]1[CH:31]=[CH:32][N:33]=[CH:34][CH:35]=1)[O:4][C:5]1[C:6]([NH:15][S:16]([CH2:19][CH2:20][CH3:21])(=[O:18])=[O:17])=[N:7][C:8]2[C:13]([N:14]=1)=[CH:12][CH:11]=[CH:10][CH:9]=2. (2) Given the reactants [CH3:1][O:2][C:3](=[O:12])[C:4]1[CH:9]=[CH:8][C:7]([CH:10]=[O:11])=[CH:6][CH:5]=1.[CH2:13]([Mg]Cl)[CH2:14][CH2:15][CH2:16][CH2:17][CH3:18], predict the reaction product. The product is: [CH3:1][O:2][C:3](=[O:12])[C:4]1[CH:9]=[CH:8][C:7]([CH:10]([OH:11])[CH2:13][CH2:14][CH2:15][CH2:16][CH2:17][CH3:18])=[CH:6][CH:5]=1. (3) Given the reactants [F:1][C:2]1[CH:10]=[C:9]2[C:5]([C:6]([C:20]3[CH:21]=[N:22][N:23]([CH2:25][CH:26]4CCNCC4)[CH:24]=3)=[CH:7][N:8]2[S:11]([C:14]2[CH:19]=[CH:18][CH:17]=[CH:16][CH:15]=2)(=[O:13])=[O:12])=[CH:4][CH:3]=1.[CH3:32][O:33][CH2:34][C:35]([OH:37])=O, predict the reaction product. The product is: [F:1][C:2]1[CH:10]=[C:9]2[C:5]([C:6]([C:20]3[CH:21]=[N:22][N:23]([CH:25]4[CH2:6][CH2:7][N:8]([C:35](=[O:37])[CH2:34][O:33][CH3:32])[CH2:9][CH2:26]4)[CH:24]=3)=[CH:7][N:8]2[S:11]([C:14]2[CH:15]=[CH:16][CH:17]=[CH:18][CH:19]=2)(=[O:12])=[O:13])=[CH:4][CH:3]=1.